Dataset: Human liver microsome stability data. Task: Regression/Classification. Given a drug SMILES string, predict its absorption, distribution, metabolism, or excretion properties. Task type varies by dataset: regression for continuous measurements (e.g., permeability, clearance, half-life) or binary classification for categorical outcomes (e.g., BBB penetration, CYP inhibition). Dataset: hlm. (1) The compound is Nc1ncccc1-c1cc(Cc2ccc(OCC3CCC3)nc2)no1. The result is 1 (stable in human liver microsomes). (2) The drug is OCC1(N2CCN(C3CCc4ccc(OCc5noc(-c6ccccc6F)n5)cc43)CC2)CCCC1. The result is 1 (stable in human liver microsomes).